From a dataset of Peptide-MHC class II binding affinity with 134,281 pairs from IEDB. Regression. Given a peptide amino acid sequence and an MHC pseudo amino acid sequence, predict their binding affinity value. This is MHC class II binding data. The peptide sequence is STWYGKPTGAGPKDN. The MHC is HLA-DQA10201-DQB10202 with pseudo-sequence HLA-DQA10201-DQB10202. The binding affinity (normalized) is 0.